Dataset: Full USPTO retrosynthesis dataset with 1.9M reactions from patents (1976-2016). Task: Predict the reactants needed to synthesize the given product. (1) The reactants are: [OH:1][C:2]1[CH:9]=[CH:8][C:5]([CH:6]=[O:7])=[CH:4][C:3]=1[CH3:10].Br[CH2:12][CH:13]1[CH2:16][CH2:15][CH2:14]1. Given the product [CH:13]1([CH2:12][O:1][C:2]2[CH:9]=[CH:8][C:5]([CH:6]=[O:7])=[CH:4][C:3]=2[CH3:10])[CH2:16][CH2:15][CH2:14]1, predict the reactants needed to synthesize it. (2) Given the product [C:13]([O:17][C:18]([N:8]1[C:9]2[C:5](=[CH:4][CH:3]=[C:2]([Br:1])[CH:10]=2)[C:6]([CH:11]=[O:12])=[CH:7]1)=[O:19])([CH3:16])([CH3:15])[CH3:14], predict the reactants needed to synthesize it. The reactants are: [Br:1][C:2]1[CH:10]=[C:9]2[C:5]([C:6]([CH:11]=[O:12])=[CH:7][NH:8]2)=[CH:4][CH:3]=1.[C:13]([O:17][C:18](Cl)=[O:19])([CH3:16])([CH3:15])[CH3:14].C(N(CC)CC)C. (3) Given the product [CH3:1][C:2]([C:5]1[CH:10]=[CH:9][C:8]([C:11]2[C:15]3[C:14](=[CH:19][CH:18]=[CH:17][CH:16]=3)[N:13]([CH2:20][C:21]3[CH:26]=[C:25]([N:45]4[CH2:50][CH2:49][O:48][CH2:47][CH2:46]4)[CH:24]=[C:23]([O:35][CH2:36][CH2:37][O:38][CH3:39])[CH:22]=3)[C:12]=2[C:40]([OH:42])=[O:41])=[CH:7][CH:6]=1)([CH3:4])[CH3:3], predict the reactants needed to synthesize it. The reactants are: [CH3:1][C:2]([C:5]1[CH:10]=[CH:9][C:8]([C:11]2[C:19]3[C:14](=[CH:15][CH:16]=[CH:17][CH:18]=3)[N:13]([CH2:20][C:21]3[CH:26]=[C:25](OS(C(F)(F)F)(=O)=O)[CH:24]=[C:23]([O:35][CH2:36][CH2:37][O:38][CH3:39])[CH:22]=3)[C:12]=2[C:40]([O:42]CC)=[O:41])=[CH:7][CH:6]=1)([CH3:4])[CH3:3].[NH:45]1[CH2:50][CH2:49][O:48][CH2:47][CH2:46]1.C1C=CC(P(C2C(C3C(P(C4C=CC=CC=4)C4C=CC=CC=4)=CC=C4C=3C=CC=C4)=C3C(C=CC=C3)=CC=2)C2C=CC=CC=2)=CC=1.C([O-])([O-])=O.[Cs+].[Cs+].[OH-].[Na+].Cl. (4) Given the product [CH3:47][O:48][C:49]1[C:58]2[C:53](=[CH:54][CH:55]=[CH:56][CH:57]=2)[CH:52]=[CH:51][C:50]=1[NH:59][C:1]1[CH:2]=[CH:3][CH:4]=[CH:5][CH:6]=1, predict the reactants needed to synthesize it. The reactants are: [CH:1]1[CH:2]=[CH:3][C:4](P([C:1]2[C:6]([C:1]3[C:6](P([C:1]4[CH:6]=[CH:5][CH:4]=[CH:3][CH:2]=4)[C:1]4[CH:6]=[CH:5][CH:4]=[CH:3][CH:2]=4)=[CH:5][CH:4]=[C:3]4[C:2]=3C=CC=C4)=[C:5]3[C:4](C=CC=C3)=[CH:3][CH:2]=2)[C:1]2[CH:6]=[CH:5][CH:4]=[CH:3][CH:2]=2)=[CH:5][CH:6]=1.[CH3:47][O:48][C:49]1[C:58]2[C:53](=[CH:54][CH:55]=[CH:56][CH:57]=2)[CH:52]=[CH:51][C:50]=1[NH2:59].BrC1C=CC=CC=1.C(=O)([O-])[O-].[Cs+].[Cs+]. (5) The reactants are: [F:1][C:2]1[C:21]([F:22])=[CH:20][CH:19]=[CH:18][C:3]=1[CH2:4][N:5]1[C:9]2=[N:10][C:11]([CH3:14])=[N:12][CH:13]=[C:8]2[C:7]([C:15](=[NH:17])[NH2:16])=[N:6]1.C([N:25](CC)CC)C.O.NN. Given the product [F:1][C:2]1[C:21]([F:22])=[CH:20][CH:19]=[CH:18][C:3]=1[CH2:4][N:5]1[C:9]2=[N:10][C:11]([CH3:14])=[N:12][CH:13]=[C:8]2[C:7]([C:15](=[NH:16])[NH:17][NH2:25])=[N:6]1, predict the reactants needed to synthesize it. (6) Given the product [Cl:47][C:48]1[CH:55]=[CH:54][CH:53]=[CH:52][C:49]=1[CH2:50][NH:51][C:6](=[O:8])[C:5]1[CH:9]=[CH:10][C:2]([F:1])=[C:3]([N+:11]([O-:13])=[O:12])[CH:4]=1, predict the reactants needed to synthesize it. The reactants are: [F:1][C:2]1[CH:10]=[CH:9][C:5]([C:6]([OH:8])=O)=[CH:4][C:3]=1[N+:11]([O-:13])=[O:12].CN(C(ON1N=NC2C=CC=CC1=2)=[N+](C)C)C.F[P-](F)(F)(F)(F)F.C(N(CC)C(C)C)(C)C.[Cl:47][C:48]1[CH:55]=[CH:54][CH:53]=[CH:52][C:49]=1[CH2:50][NH2:51]. (7) Given the product [NH2:6][C:5]1[CH:7]=[C:8]([C:9]([F:12])([F:11])[F:10])[C:2]([C:25]2[CH:26]=[CH:27][C:22]([S:19]([NH:18][C:15]3([CH3:14])[CH2:17][CH2:16]3)(=[O:21])=[O:20])=[CH:23][CH:24]=2)=[C:3]([Cl:13])[CH:4]=1, predict the reactants needed to synthesize it. The reactants are: Br[C:2]1[C:8]([C:9]([F:12])([F:11])[F:10])=[CH:7][C:5]([NH2:6])=[CH:4][C:3]=1[Cl:13].[CH3:14][C:15]1([NH:18][S:19]([C:22]2[CH:27]=[CH:26][C:25](B(O)O)=[CH:24][CH:23]=2)(=[O:21])=[O:20])[CH2:17][CH2:16]1.C([O-])([O-])=O.[Na+].[Na+]. (8) Given the product [OH:1][CH:2]([CH:12]=[CH2:13])[CH2:3][CH2:4][CH2:5][CH2:6][CH2:7][CH2:8][C:9]([OH:11])=[O:10], predict the reactants needed to synthesize it. The reactants are: [O:1]=[C:2]([CH:12]=[CH2:13])[CH2:3][CH2:4][CH2:5][CH2:6][CH2:7][CH2:8][C:9]([OH:11])=[O:10].[BH4-].[Na+].Cl. (9) Given the product [Cl:8][C:6]1[CH:5]=[C:4]([S:9][C:10]2[NH:14][N:13]=[C:12]([CH3:24])[C:11]=2[C:25]([C:27]2[CH:32]=[CH:31][CH:30]=[CH:29][CH:28]=2)=[O:26])[CH:3]=[C:2]([Cl:1])[CH:7]=1, predict the reactants needed to synthesize it. The reactants are: [Cl:1][C:2]1[CH:3]=[C:4]([S:9][C:10]2[N:14](CC3C=CC(OC)=CC=3)[N:13]=[C:12]([CH3:24])[C:11]=2[C:25]([C:27]2[CH:32]=[CH:31][CH:30]=[CH:29][CH:28]=2)=[O:26])[CH:5]=[C:6]([Cl:8])[CH:7]=1.FC(F)(F)C(O)=O. (10) Given the product [CH:9]1([C:19]2[N:20]=[C:21]3[C:25]([NH:24][CH:23]=[N:22]3)=[C:26]([NH2:27])[N:18]=2)[O:13][C@H:12]([CH2:14][OH:15])[C@@H:11]([OH:16])[C@@H:10]1[OH:17], predict the reactants needed to synthesize it. The reactants are: C1C(=O)NC(=O)N([C@@H:9]2[O:13][C@H:12]([CH2:14][OH:15])[C@@H:11]([OH:16])[C@@H:10]2[OH:17])C=1.[N:18]1[C:26]([NH2:27])=[C:25]2[C:21]([N:22]=[CH:23][NH:24]2)=[N:20][CH:19]=1.